Dataset: Forward reaction prediction with 1.9M reactions from USPTO patents (1976-2016). Task: Predict the product of the given reaction. (1) Given the reactants C(=O)(OC)[O:2][C:3]1[CH:8]=[C:7]([NH2:9])[C:6]([C:10]([CH3:13])([CH3:12])[CH3:11])=[CH:5][C:4]=1[C:14]([CH3:22])([CH3:21])[CH2:15][O:16]C(OC)=O.[O:26]=[C:27]1[C:36]2[C:31](=[CH:32][CH:33]=[CH:34][CH:35]=2)[NH:30][CH:29]=[C:28]1[C:37](O)=[O:38].N1C=CC=CC=1.C(P1(=O)OP(CCC)(=O)OP(CCC)(=O)O1)CC.C[O-].[Na+], predict the reaction product. The product is: [C:10]([C:6]1[CH:5]=[C:4]([C:14]([CH3:21])([CH3:22])[CH2:15][OH:16])[C:3]([OH:2])=[CH:8][C:7]=1[NH:9][C:37]([C:28]1[C:27](=[O:26])[C:36]2[C:31](=[CH:32][CH:33]=[CH:34][CH:35]=2)[NH:30][CH:29]=1)=[O:38])([CH3:11])([CH3:12])[CH3:13]. (2) Given the reactants [NH2:1][C:2]([C:7]1[CH:12]=[CH:11][C:10]([O:13][CH3:14])=[CH:9][CH:8]=1)([CH3:6])[C:3](O)=[O:4].[H-].[Al+3].[Li+].[H-].[H-].[H-], predict the reaction product. The product is: [NH2:1][C:2]([C:7]1[CH:8]=[CH:9][C:10]([O:13][CH3:14])=[CH:11][CH:12]=1)([CH3:6])[CH2:3][OH:4]. (3) Given the reactants [NH2:1][C:2](=[N:15][OH:16])[C:3]1[CH:12]=[CH:11][C:6](C(OC)=O)=[CH:5][C:4]=1OC.[OH:17][CH2:18][CH2:19][O:20][CH2:21]C1C=C(C=CC=1)C#N, predict the reaction product. The product is: [OH:16][N:15]=[C:2]([C:3]1[CH:4]=[CH:5][CH:6]=[C:11]([CH2:21][O:20][CH2:19][CH2:18][OH:17])[CH:12]=1)[NH2:1]. (4) The product is: [CH3:1][C:2]1[C:7]([CH3:8])=[C:6]([O:21][CH2:20][C:19]([F:26])([F:18])[C:22]([F:25])([F:24])[F:23])[CH:5]=[CH:4][N+:3]=1[O-:12]. Given the reactants [CH3:1][C:2]1[C:7]([CH3:8])=[C:6]([N+]([O-])=O)[CH:5]=[CH:4][N+:3]=1[O-:12].C(C(C)=O)C.[F:18][C:19]([F:26])([C:22]([F:25])([F:24])[F:23])[CH2:20][OH:21].C(=O)([O-])[O-].[K+].[K+], predict the reaction product. (5) Given the reactants C(OC([N:8]1[C@H:16]([C:17](=[O:57])[NH:18][C@:19]2([C:24]([NH:26][S:27]([C:30]3[CH:35]=[CH:34][CH:33]=[CH:32][C:31]=3[NH:36][CH2:37][CH2:38][CH2:39][CH2:40][CH2:41][CH2:42][CH2:43][C@@H:44]([C:54]([OH:56])=[O:55])[NH:45][C:46]([O:48][CH:49]3[CH2:53][CH2:52][CH2:51][CH2:50]3)=[O:47])(=[O:29])=[O:28])=[O:25])[CH2:21][C@H:20]2[CH:22]=[CH2:23])[CH2:15][C@@:10]2([C:12]([CH3:14])([CH3:13])[CH2:11]2)[CH2:9]1)=O)(C)(C)C.C(O)(C(F)(F)F)=O, predict the reaction product. The product is: [CH:49]1([O:48][C:46]([NH:45][C@@H:44]([CH2:43][CH2:42][CH2:41][CH2:40][CH2:39][CH2:38][CH2:37][NH:36][C:31]2[CH:32]=[CH:33][CH:34]=[CH:35][C:30]=2[S:27](=[O:29])(=[O:28])[NH:26][C:24]([C@@:19]2([NH:18][C:17]([C@@H:16]3[CH2:15][C@@:10]4([C:12]([CH3:13])([CH3:14])[CH2:11]4)[CH2:9][NH:8]3)=[O:57])[CH2:21][C@H:20]2[CH:22]=[CH2:23])=[O:25])[C:54]([OH:56])=[O:55])=[O:47])[CH2:53][CH2:52][CH2:51][CH2:50]1. (6) The product is: [F:1][C:2]1[CH:3]=[C:4]2[C:10]([C:11]3[N:16]=[C:15]([NH:17][C@@H:18]([C:23]([CH3:26])([CH3:25])[CH3:24])[CH2:19][C:20]([OH:22])=[O:21])[CH:14]=[CH:13][N:12]=3)=[N:9][NH:8][C:5]2=[N:6][CH:7]=1. Given the reactants [F:1][C:2]1[CH:3]=[C:4]2[C:10]([C:11]3[N:16]=[C:15]([NH:17][C@@H:18]([C:23]([CH3:26])([CH3:25])[CH3:24])[CH2:19][C:20]([OH:22])=[O:21])[CH:14]=[CH:13][N:12]=3)=[N:9][N:8](C(C3C=CC=CC=3)(C3C=CC=CC=3)C3C=CC=CC=3)[C:5]2=[N:6][CH:7]=1.C([SiH](CC)CC)C.FC(F)(F)C(O)=O, predict the reaction product. (7) The product is: [Cl:11][CH2:10][C@H:12]([OH:14])[CH2:13][NH:5][C:4]1[CH:6]=[CH:7][C:8]([F:9])=[C:2]([F:1])[CH:3]=1. Given the reactants [F:1][C:2]1[CH:3]=[C:4]([CH:6]=[CH:7][C:8]=1[F:9])[NH2:5].[CH2:10]([C@@H:12]1[O:14][CH2:13]1)[Cl:11], predict the reaction product.